This data is from Reaction yield outcomes from USPTO patents with 853,638 reactions. The task is: Predict the reaction yield, written as a fraction of the theoretical maximum amount of product (1.0 means a 100% yield; for example, 0.34 means a 34% yield). (1) The reactants are [CH3:1][O:2][C:3]1[C:4]([CH3:31])=[C:5]([C:22]([O:29][CH3:30])=[C:23]([O:27][CH3:28])[C:24]=1[O:25][CH3:26])[CH2:6][C:7]1[CH:8]=[CH:9][C:10]([C:16]2[CH:17]=[N:18][CH:19]=[CH:20][CH:21]=2)=[C:11]([CH:15]=1)[C:12](O)=[O:13].[NH:32]1[CH2:37][CH2:36][O:35][CH2:34][CH2:33]1.CCN=C=NCCCN(C)C.Cl. The catalyst is CN(C)C1C=CN=CC=1.C(Cl)Cl. The product is [CH3:1][O:2][C:3]1[C:4]([CH3:31])=[C:5]([C:22]([O:29][CH3:30])=[C:23]([O:27][CH3:28])[C:24]=1[O:25][CH3:26])[CH2:6][C:7]1[CH:8]=[CH:9][C:10]([C:16]2[CH:17]=[N:18][CH:19]=[CH:20][CH:21]=2)=[C:11]([CH:15]=1)[C:12]([N:32]1[CH2:37][CH2:36][O:35][CH2:34][CH2:33]1)=[O:13]. The yield is 0.550. (2) The catalyst is [Cu](I)I.CN(C=O)C. The yield is 0.700. The reactants are [OH:1][C:2]1[CH:3]=[CH:4][C:5]2[N:9]=[C:8]([CH2:10][O:11][C:12]3[CH:13]=[C:14]([CH:19]=[CH:20][CH:21]=3)[C:15]([O:17][CH3:18])=[O:16])[N:7]([CH3:22])[C:6]=2[CH:23]=1.[Cl:24][C:25]1[CH:26]=[C:27]([F:32])[C:28](F)=[N:29][CH:30]=1.N1C2C(=CC=C3C=2N=CC=C3)C=CC=1.C(=O)([O-])[O-].[Cs+].[Cs+]. The product is [Cl:24][C:25]1[CH:26]=[C:27]([F:32])[C:28]([O:1][C:2]2[CH:3]=[CH:4][C:5]3[N:9]=[C:8]([CH2:10][O:11][C:12]4[CH:13]=[C:14]([CH:19]=[CH:20][CH:21]=4)[C:15]([O:17][CH3:18])=[O:16])[N:7]([CH3:22])[C:6]=3[CH:23]=2)=[N:29][CH:30]=1. (3) The reactants are C([O:3][C:4](=[O:32])[CH2:5][CH:6]([N:13]1[C:21]2[C:16](=[CH:17][C:18]([O:22][CH2:23][CH2:24][O:25][NH:26][C:27]3[NH:28][CH2:29][CH2:30][N:31]=3)=[CH:19][CH:20]=2)[CH:15]=[CH:14]1)[C:7]1[CH:12]=[CH:11][CH:10]=[CH:9][CH:8]=1)C.[OH-].[Li+].Cl. The catalyst is CO.O. The product is [NH:28]1[CH2:29][CH2:30][N:31]=[C:27]1[NH:26][O:25][CH2:24][CH2:23][O:22][C:18]1[CH:17]=[C:16]2[C:21](=[CH:20][CH:19]=1)[N:13]([CH:6]([C:7]1[CH:12]=[CH:11][CH:10]=[CH:9][CH:8]=1)[CH2:5][C:4]([OH:32])=[O:3])[CH:14]=[CH:15]2. The yield is 0.740. (4) The reactants are I[C:2]1[C:3](=[O:17])[NH:4][C:5](=[O:16])[N:6]([CH:15]=1)[C@@H:7]1[O:14][C@H:11]([CH2:12][OH:13])[C@@H:9]([OH:10])[CH2:8]1.C(N(CCCC)CCCC)CCC.[CH2:31]=[CH:32][CH2:33][CH2:34][CH2:35][CH2:36][CH3:37].C(Cl)(Cl)Cl. The catalyst is CN(C=O)C.O1CCOCC1.C([O-])(=O)C.[Pd+2].C([O-])(=O)C.CO. The product is [CH3:37][CH2:36][CH2:35][CH2:34][CH:33]=[CH:32][CH3:31].[C@@H:7]1([N:6]2[CH:15]=[CH:2][C:3](=[O:17])[NH:4][C:5]2=[O:16])[O:14][C@H:11]([CH2:12][OH:13])[C@@H:9]([OH:10])[CH2:8]1. The yield is 0.970. (5) The reactants are [H-].[Na+].[CH2:3]([OH:10])[C:4]1[CH:9]=[CH:8][CH:7]=[CH:6][CH:5]=1.[Br:11][C:12]1[N:19]=[CH:18][CH:17]=[C:16](Br)[C:13]=1[C:14]#[N:15]. The catalyst is CN(C=O)C. The product is [CH2:3]([O:10][C:16]1[C:13]([C:14]#[N:15])=[C:12]([Br:11])[N:19]=[CH:18][CH:17]=1)[C:4]1[CH:9]=[CH:8][CH:7]=[CH:6][CH:5]=1. The yield is 0.830.